Dataset: Reaction yield outcomes from USPTO patents with 853,638 reactions. Task: Predict the reaction yield, written as a fraction of the theoretical maximum amount of product (1.0 means a 100% yield; for example, 0.34 means a 34% yield). (1) The reactants are [CH3:1][C:2]1([CH3:23])[C:11]2[C:6](=[CH:7][C:8](OS(C(F)(F)F)(=O)=O)=[C:9]([CH3:12])[CH:10]=2)[C:5]([CH3:22])([CH3:21])[CH2:4][O:3]1.CCN(CC)CC.C(O)=O.O. The catalyst is CN(C=O)C.C1(P(C2C=CC=CC=2)[C-]2C=CC=C2)C=CC=CC=1.[C-]1(P(C2C=CC=CC=2)C2C=CC=CC=2)C=CC=C1.[Fe+2]. The product is [CH3:1][C:2]1([CH3:23])[C:11]2[C:6](=[CH:7][CH:8]=[C:9]([CH3:12])[CH:10]=2)[C:5]([CH3:22])([CH3:21])[CH2:4][O:3]1. The yield is 0.960. (2) The reactants are F[B-](F)(F)F.[FH:6].[FH:7].F.C(N(CC)CC)C.C(N(CC)CC)C.[C:23]([CH:27]1[CH2:32][CH2:31][C:30](=O)[CH2:29][CH2:28]1)([CH3:26])([CH3:25])[CH3:24].C(=O)(O)[O-].[Na+]. The catalyst is ClCCl. The product is [C:23]([CH:27]1[CH2:32][CH2:31][C:30]([F:7])([F:6])[CH2:29][CH2:28]1)([CH3:26])([CH3:25])[CH3:24]. The yield is 0.910.